From a dataset of Catalyst prediction with 721,799 reactions and 888 catalyst types from USPTO. Predict which catalyst facilitates the given reaction. (1) Reactant: [CH:1]1([O:6][C:7]2[CH:8]=[C:9]([C@H:15]3[CH2:20][NH:19][C:18](=[O:21])[C@H:17]([CH2:22][C:23]4[CH:28]=[CH:27][CH:26]=[C:25]([OH:29])[CH:24]=4)[CH2:16]3)[CH:10]=[CH:11][C:12]=2[O:13][CH3:14])[CH2:5][CH2:4][CH2:3][CH2:2]1.I[CH2:31][C:32]([NH2:34])=[O:33].CN(C=O)C. Product: [CH:1]1([O:6][C:7]2[CH:8]=[C:9]([C@H:15]3[CH2:20][NH:19][C:18](=[O:21])[C@H:17]([CH2:22][C:23]4[CH:24]=[C:25]([CH:26]=[CH:27][CH:28]=4)[O:29][CH2:31][C:32]([NH2:34])=[O:33])[CH2:16]3)[CH:10]=[CH:11][C:12]=2[O:13][CH3:14])[CH2:2][CH2:3][CH2:4][CH2:5]1. The catalyst class is: 238. (2) Product: [Cl:20][C:21]1[C:22]([N:8]([CH3:7])[C:9](=[O:11])[CH3:10])=[N:23][CH:24]=[C:25]([Cl:29])[C:26]=1[CH2:27][Cl:28]. The catalyst class is: 2. Reactant: C(Cl)(=O)C(Cl)=O.[CH3:7][NH:8][C:9](=[O:11])[CH3:10].CC1C=CC=C(C)N=1.[Cl:20][C:21]1[CH:22]=[N+:23]([O-])[CH:24]=[C:25]([Cl:29])[C:26]=1[CH2:27][Cl:28].C([O-])([O-])=O.[Na+].[Na+]. (3) Reactant: Cl.CN.[C:4]([N:9]1[CH2:14][CH2:13][C:12](=O)[CH:11]([CH3:16])[CH2:10]1)([O:6][CH2:7][CH3:8])=[O:5].[OH-].[K+].[C:19]([BH3-])#[N:20].[Na+]. Product: [C:4]([N:9]1[CH2:14][CH2:13][CH:12]([NH:20][CH3:19])[CH:11]([CH3:16])[CH2:10]1)([O:6][CH2:7][CH3:8])=[O:5]. The catalyst class is: 5.